This data is from Full USPTO retrosynthesis dataset with 1.9M reactions from patents (1976-2016). The task is: Predict the reactants needed to synthesize the given product. (1) Given the product [CH3:3][O:4][C:5](=[O:17])[CH2:6][C:7]1[C:15]2[C:10](=[N:11][CH:12]=[CH:13][CH:14]=2)[N:9]([S:26]([C:23]2[CH:24]=[CH:25][C:20]([C:18]#[N:19])=[C:21]([O:30][CH2:31][CH3:32])[CH:22]=2)(=[O:28])=[O:27])[C:8]=1[CH3:16], predict the reactants needed to synthesize it. The reactants are: [H-].[Na+].[CH3:3][O:4][C:5](=[O:17])[CH2:6][C:7]1[C:15]2[C:10](=[N:11][CH:12]=[CH:13][CH:14]=2)[NH:9][C:8]=1[CH3:16].[C:18]([C:20]1[CH:25]=[CH:24][C:23]([S:26](Cl)(=[O:28])=[O:27])=[CH:22][C:21]=1[O:30][CH2:31][CH3:32])#[N:19]. (2) Given the product [C:11]([C:13]1[CH:14]=[CH:15][C:16]2[N:20]=[C:19]([NH:21][C:22](=[O:27])[C@H:23]([N:25]([CH3:26])[CH2:39][C:40]([F:43])([F:42])[F:41])[CH3:24])[N:18]([CH:28]3[CH2:29][CH2:30][CH2:31]3)[C:17]=2[CH:32]=1)#[N:12], predict the reactants needed to synthesize it. The reactants are: CCN(C(C)C)C(C)C.Cl.[C:11]([C:13]1[CH:14]=[CH:15][C:16]2[N:20]=[C:19]([NH:21][C:22](=[O:27])[C@H:23]([NH:25][CH3:26])[CH3:24])[N:18]([CH:28]3[CH2:31][CH2:30][CH2:29]3)[C:17]=2[CH:32]=1)#[N:12].FC(F)(F)S(O[CH2:39][C:40]([F:43])([F:42])[F:41])(=O)=O. (3) Given the product [Br:28][C:24]1[CH:25]=[C:26]2[NH:27][C:34]([C:33]3[CH:37]=[CH:38][CH:39]=[C:31]([O:30][CH3:29])[CH:32]=3)=[N:20][C:21]2=[N:22][CH:23]=1, predict the reactants needed to synthesize it. The reactants are: O=P12OP3(OP(OP(O3)(O1)=O)(=O)O2)=O.CS(O)(=O)=O.[NH2:20][C:21]1[C:26]([NH2:27])=[CH:25][C:24]([Br:28])=[CH:23][N:22]=1.[CH3:29][O:30][C:31]1[CH:32]=[C:33]([CH:37]=[CH:38][CH:39]=1)[C:34](O)=O.[OH-].[Na+]. (4) Given the product [NH2:1][C:2]1[N:7]=[CH:6][N:5]=[C:4]2[N:8]([CH:15]([C:17]3[C:18]([O:36][CH3:37])=[C:19]([CH:25]4[CH2:28][N:27]([C:29]([O:31][C:32]([CH3:34])([CH3:33])[CH3:35])=[O:30])[CH2:26]4)[C:20]([CH3:24])=[C:21]([Cl:23])[CH:22]=3)[CH3:16])[N:9]=[C:10]([CH:11]=[O:14])[C:3]=12, predict the reactants needed to synthesize it. The reactants are: [NH2:1][C:2]1[N:7]=[CH:6][N:5]=[C:4]2[N:8]([CH:15]([C:17]3[C:18]([O:36][CH3:37])=[C:19]([CH:25]4[CH2:28][N:27]([C:29]([O:31][C:32]([CH3:35])([CH3:34])[CH3:33])=[O:30])[CH2:26]4)[C:20]([CH3:24])=[C:21]([Cl:23])[CH:22]=3)[CH3:16])[N:9]=[C:10]([CH:11]([OH:14])CO)[C:3]=12.C(O)(=O)C.I([O-])(=O)(=O)=O.[Na+]. (5) Given the product [NH:8]1[CH2:11][CH:10]([N:12]([CH:19]2[C:27]3[C:22](=[CH:23][C:24]([F:28])=[CH:25][CH:26]=3)[CH2:21][CH2:20]2)[C:13](=[O:18])[C:14]([F:15])([F:16])[F:17])[CH2:9]1, predict the reactants needed to synthesize it. The reactants are: C(OC([N:8]1[CH2:11][CH:10]([N:12]([CH:19]2[C:27]3[C:22](=[CH:23][C:24]([F:28])=[CH:25][CH:26]=3)[CH2:21][CH2:20]2)[C:13](=[O:18])[C:14]([F:17])([F:16])[F:15])[CH2:9]1)=O)(C)(C)C.FC(F)(F)C(O)=O.ClCCl.N. (6) Given the product [Br:8][C:6]1[CH:7]=[C:2]([CH2:18][C:19]#[N:20])[CH:3]=[C:4]([CH:9]2[O:13][CH2:12][CH2:11][O:10]2)[CH:5]=1, predict the reactants needed to synthesize it. The reactants are: Br[C:2]1[CH:3]=[C:4]([CH:9]2[O:13][CH2:12][CH2:11][O:10]2)[CH:5]=[C:6]([Br:8])[CH:7]=1.C[Si]([CH2:18][C:19]#[N:20])(C)C. (7) Given the product [CH:1]1([O:6][C:7]2[N:12]=[C:11]([N:13]([CH2:27][C:28]3[CH:29]=[N:30][CH:31]=[CH:32][CH:33]=3)[C:14]3[CH:15]=[C:16]([CH:24]=[CH:25][CH:26]=3)[C:17]([OH:19])=[O:18])[CH:10]=[CH:9][C:8]=2[O:34][CH3:35])[CH2:2][CH2:3][CH2:4][CH2:5]1, predict the reactants needed to synthesize it. The reactants are: [CH:1]1([O:6][C:7]2[N:12]=[C:11]([N:13]([CH2:27][C:28]3[CH:29]=[N:30][CH:31]=[CH:32][CH:33]=3)[C:14]3[CH:15]=[C:16]([CH:24]=[CH:25][CH:26]=3)[C:17]([O:19]C(C)(C)C)=[O:18])[CH:10]=[CH:9][C:8]=2[O:34][CH3:35])[CH2:5][CH2:4][CH2:3][CH2:2]1.